The task is: Predict which catalyst facilitates the given reaction.. This data is from Catalyst prediction with 721,799 reactions and 888 catalyst types from USPTO. (1) Reactant: [CH3:1][NH2:2].[F:3][C:4]1[CH:9]=[CH:8][C:7]([C:10]2[C:15](/[CH:16]=[CH:17]/[C@@H:18]([OH:26])[CH2:19][C@@H:20]([OH:25])[CH2:21][C:22]([OH:24])=[O:23])=[C:14]([CH:27]([CH3:29])[CH3:28])[N:13]=[C:12]([N:30]([CH3:35])[S:31]([CH3:34])(=[O:33])=[O:32])[N:11]=2)=[CH:6][CH:5]=1. Product: [F:3][C:4]1[CH:9]=[CH:8][C:7]([C:10]2[C:15](/[CH:16]=[CH:17]/[C@@H:18]([OH:26])[CH2:19][C@@H:20]([OH:25])[CH2:21][C:22]([O-:24])=[O:23])=[C:14]([CH:27]([CH3:29])[CH3:28])[N:13]=[C:12]([N:30]([CH3:35])[S:31]([CH3:34])(=[O:33])=[O:32])[N:11]=2)=[CH:6][CH:5]=1.[CH3:1][NH3+:2]. The catalyst class is: 5. (2) Reactant: [CH2:1]([N:3]([CH:16]1[CH2:21][CH2:20][O:19][CH2:18][CH2:17]1)[C:4]1[N:8]([CH3:9])[N:7]=[C:6]([C:10]([O:12]CC)=[O:11])[C:5]=1[CH3:15])[CH3:2].[OH-].[Na+]. Product: [CH2:1]([N:3]([CH:16]1[CH2:17][CH2:18][O:19][CH2:20][CH2:21]1)[C:4]1[N:8]([CH3:9])[N:7]=[C:6]([C:10]([OH:12])=[O:11])[C:5]=1[CH3:15])[CH3:2]. The catalyst class is: 315. (3) Reactant: CC([O-])=O.[K+].[CH3:21][C:16]1([CH3:22])[C:17]([CH3:20])([CH3:19])[O:18][B:14]([B:14]2[O:18][C:17]([CH3:20])([CH3:19])[C:16]([CH3:22])([CH3:21])[O:15]2)[O:15]1.Br[C:25]1[CH:26]=[C:27]([NH:32][C:33](=[O:39])[O:34][C:35]([CH3:38])([CH3:37])[CH3:36])[CH:28]=[CH:29][C:30]=1[Cl:31]. Product: [C:35]([O:34][C:33](=[O:39])[NH:32][C:27]1[CH:26]=[CH:25][C:30]([Cl:31])=[C:29]([B:14]2[O:15][C:16]([CH3:21])([CH3:22])[C:17]([CH3:19])([CH3:20])[O:18]2)[CH:28]=1)([CH3:38])([CH3:36])[CH3:37]. The catalyst class is: 75. (4) Reactant: [Cl:1][C:2]1[CH:3]=[N:4][CH:5]=[C:6]([Cl:9])[C:7]=1[Cl:8].[OH:10]O. Product: [Cl:1][C:2]1[CH:3]=[N+:4]([O-:10])[CH:5]=[C:6]([Cl:9])[C:7]=1[Cl:8]. The catalyst class is: 4. (5) Reactant: [OH:1][NH:2][C:3](=[NH:22])[C:4]1[CH:5]=[CH:6][C:7]2[O:13][CH2:12][CH2:11][N:10]([C:14]([O:16][C:17]([CH3:20])([CH3:19])[CH3:18])=[O:15])[CH2:9][C:8]=2[CH:21]=1.[C:23]([C:25]1[CH:26]=[C:27]([CH:31]=[CH:32][C:33]=1[O:34][CH:35]([CH3:37])[CH3:36])[C:28](O)=O)#[N:24].C(Cl)CCl.C1C=CC2N(O)N=NC=2C=1. Product: [C:23]([C:25]1[CH:26]=[C:27]([C:28]2[O:1][N:2]=[C:3]([C:4]3[CH:5]=[CH:6][C:7]4[O:13][CH2:12][CH2:11][N:10]([C:14]([O:16][C:17]([CH3:18])([CH3:19])[CH3:20])=[O:15])[CH2:9][C:8]=4[CH:21]=3)[N:22]=2)[CH:31]=[CH:32][C:33]=1[O:34][CH:35]([CH3:36])[CH3:37])#[N:24]. The catalyst class is: 3.